The task is: Predict the reactants needed to synthesize the given product.. This data is from Full USPTO retrosynthesis dataset with 1.9M reactions from patents (1976-2016). (1) Given the product [Br:9][C:5]1[CH:6]=[C:7]([O:8][CH2:12][C:13]2[CH:14]=[N:15][CH:16]=[CH:17][CH:18]=2)[C:2]([NH2:1])=[N:3][CH:4]=1, predict the reactants needed to synthesize it. The reactants are: [NH2:1][C:2]1[C:7]([OH:8])=[CH:6][C:5]([Br:9])=[CH:4][N:3]=1.Cl.Cl[CH2:12][C:13]1[CH:14]=[N:15][CH:16]=[CH:17][CH:18]=1.C([O-])([O-])=O.[K+].[K+].[Na+].[I-]. (2) Given the product [NH2:47][C:44]1[N:45]=[CH:46][C:41]([C:2]2[N:11]=[C:10]([N:12]3[CH2:17][CH2:16][O:15][CH2:14][CH2:13]3)[C:9]3[C:4](=[C:5]([CH3:32])[CH:6]=[C:7]([C:18]4[C:19]([F:31])=[C:20]([NH:24][S:25]([CH2:28][CH2:29][CH3:30])(=[O:27])=[O:26])[CH:21]=[CH:22][CH:23]=4)[CH:8]=3)[N:3]=2)=[CH:42][CH:43]=1, predict the reactants needed to synthesize it. The reactants are: Cl[C:2]1[N:11]=[C:10]([N:12]2[CH2:17][CH2:16][O:15][CH2:14][CH2:13]2)[C:9]2[C:4](=[C:5]([CH3:32])[CH:6]=[C:7]([C:18]3[C:19]([F:31])=[C:20]([NH:24][S:25]([CH2:28][CH2:29][CH3:30])(=[O:27])=[O:26])[CH:21]=[CH:22][CH:23]=3)[CH:8]=2)[N:3]=1.CC1(C)C(C)(C)OB([C:41]2[CH:42]=[CH:43][C:44]([NH2:47])=[N:45][CH:46]=2)O1.C(=O)([O-])[O-].[Na+].[Na+]. (3) Given the product [Cl:1][C:2]1[CH:7]=[C:6]([C:16]2[CH:15]=[CH:14][C:13]([F:12])=[CH:18][C:17]=2[F:19])[N:5]=[C:4]([NH2:9])[N:3]=1, predict the reactants needed to synthesize it. The reactants are: [Cl:1][C:2]1[CH:7]=[C:6](Cl)[N:5]=[C:4]([NH2:9])[N:3]=1.N#N.[F:12][C:13]1[CH:18]=[C:17]([F:19])[CH:16]=[CH:15][C:14]=1B(O)O.C(=O)([O-])[O-].[Na+].[Na+]. (4) The reactants are: [CH3:1][NH:2][CH2:3][C:4]1[C:12]2[C:7](=[CH:8][C:9]([C:13]([O:15][CH3:16])=[O:14])=[CH:10][CH:11]=2)[N:6]([S:17]([C:20]2[CH:21]=[N:22][CH:23]=[CH:24][CH:25]=2)(=[O:19])=[O:18])[CH:5]=1.C(N(CC)CC)C.[C:41](O[C:41]([O:43][C:44]([CH3:47])([CH3:46])[CH3:45])=[O:42])([O:43][C:44]([CH3:47])([CH3:46])[CH3:45])=[O:42].O. Given the product [C:44]([O:43][C:41]([N:2]([CH2:3][C:4]1[C:12]2[C:7](=[CH:8][C:9]([C:13]([O:15][CH3:16])=[O:14])=[CH:10][CH:11]=2)[N:6]([S:17]([C:20]2[CH:21]=[N:22][CH:23]=[CH:24][CH:25]=2)(=[O:19])=[O:18])[CH:5]=1)[CH3:1])=[O:42])([CH3:45])([CH3:46])[CH3:47], predict the reactants needed to synthesize it. (5) Given the product [CH2:14]([CH:11]1[CH2:12][O:9][C:7]([CH:2]2[NH:1][C:5](=[O:6])[CH2:4][CH2:3]2)=[N:10]1)[CH3:15], predict the reactants needed to synthesize it. The reactants are: [NH:1]1[C:5](=[O:6])[CH2:4][CH2:3][C@H:2]1[C:7]([OH:9])=O.[NH2:10][CH:11]([CH2:14][CH3:15])[CH2:12]O. (6) Given the product [Cl:8][C:5]1[CH:6]=[CH:7][C:2]([NH:1][S:25]([C:21]2[CH:22]=[CH:23][CH:24]=[C:19]([C:17]#[N:18])[CH:20]=2)(=[O:27])=[O:26])=[C:3]([C:9]([C:11]2[CH:16]=[CH:15][N:14]=[CH:13][CH:12]=2)=[O:10])[CH:4]=1, predict the reactants needed to synthesize it. The reactants are: [NH2:1][C:2]1[CH:7]=[CH:6][C:5]([Cl:8])=[CH:4][C:3]=1[C:9]([C:11]1[CH:16]=[CH:15][N:14]=[CH:13][CH:12]=1)=[O:10].[C:17]([C:19]1[CH:20]=[C:21]([S:25](Cl)(=[O:27])=[O:26])[CH:22]=[CH:23][CH:24]=1)#[N:18]. (7) Given the product [NH2:41][C:38]1[N:39]=[CH:40][C:35]([C:2]2[N:11]=[C:10]([NH:12][CH2:13][CH:14]([C:21]3[CH:26]=[CH:25][CH:24]=[CH:23][CH:22]=3)[C:15]3[CH:20]=[CH:19][N:18]=[CH:17][CH:16]=3)[C:9]3[C:4](=[CH:5][CH:6]=[CH:7][CH:8]=3)[N:3]=2)=[CH:36][N:37]=1, predict the reactants needed to synthesize it. The reactants are: Cl[C:2]1[N:11]=[C:10]([NH:12][CH2:13][CH:14]([C:21]2[CH:26]=[CH:25][CH:24]=[CH:23][CH:22]=2)[C:15]2[CH:20]=[CH:19][N:18]=[CH:17][CH:16]=2)[C:9]2[C:4](=[CH:5][CH:6]=[CH:7][CH:8]=2)[N:3]=1.CC1(C)C(C)(C)OB([C:35]2[CH:36]=[N:37][C:38]([NH2:41])=[N:39][CH:40]=2)O1.C(NC1C2C(=CC=CC=2)N=C(C2SC3C=CC=CC=3C=2)N=1)(C1C=CC=CC=1)C1C=CC=CC=1. (8) Given the product [NH2:22][C:23]1[C:28]([F:29])=[C:27]([C:6]2[CH:7]=[C:2]([F:1])[C:3]([Si:18]([CH3:19])([CH3:20])[CH3:21])=[CH:4][C:5]=2[F:17])[N:26]=[C:25]([C:31]([O:33][CH3:34])=[O:32])[C:24]=1[Cl:35], predict the reactants needed to synthesize it. The reactants are: [F:1][C:2]1[CH:7]=[C:6](B2OC(C)(C)C(C)(C)O2)[C:5]([F:17])=[CH:4][C:3]=1[Si:18]([CH3:21])([CH3:20])[CH3:19].[NH2:22][C:23]1[C:28]([F:29])=[C:27](Cl)[N:26]=[C:25]([C:31]([O:33][CH3:34])=[O:32])[C:24]=1[Cl:35].C(=O)([O-])[O-].[Na+].[Na+].C(#N)C.